Dataset: Peptide-MHC class I binding affinity with 185,985 pairs from IEDB/IMGT. Task: Regression. Given a peptide amino acid sequence and an MHC pseudo amino acid sequence, predict their binding affinity value. This is MHC class I binding data. (1) The peptide sequence is YYLIKYLHV. The MHC is HLA-A02:11 with pseudo-sequence HLA-A02:11. The binding affinity (normalized) is 0.605. (2) The peptide sequence is VTPNYADIL. The MHC is Mamu-A01 with pseudo-sequence Mamu-A01. The binding affinity (normalized) is 0.959. (3) The peptide sequence is SVHQFFWFQ. The MHC is HLA-B46:01 with pseudo-sequence HLA-B46:01. The binding affinity (normalized) is 0.0847. (4) The peptide sequence is FRNLAYGRTCVLGK. The MHC is HLA-A02:02 with pseudo-sequence HLA-A02:02. The binding affinity (normalized) is 0. (5) The peptide sequence is AALDLSHFL. The MHC is HLA-A11:01 with pseudo-sequence HLA-A11:01. The binding affinity (normalized) is 0.0660. (6) The peptide sequence is ETDVMTRGQ. The MHC is HLA-A01:01 with pseudo-sequence HLA-A01:01. The binding affinity (normalized) is 0.0847. (7) The peptide sequence is IIYERDFSY. The MHC is HLA-A68:02 with pseudo-sequence HLA-A68:02. The binding affinity (normalized) is 0.276. (8) The peptide sequence is ILAAELKCF. The MHC is HLA-B15:01 with pseudo-sequence HLA-B15:01. The binding affinity (normalized) is 0.487. (9) The peptide sequence is NQLVKDESI. The binding affinity (normalized) is 0. The MHC is HLA-A68:02 with pseudo-sequence HLA-A68:02. (10) The binding affinity (normalized) is 0.611. The peptide sequence is QEWERKVDF. The MHC is H-2-Kk with pseudo-sequence H-2-Kk.